From a dataset of Forward reaction prediction with 1.9M reactions from USPTO patents (1976-2016). Predict the product of the given reaction. (1) The product is: [CH3:25][C:26]1[CH:27]=[C:28]([NH:32][C:33]([N:15]2[CH2:16][CH2:17][N:12]([C:10]3[S:9][N:8]=[C:7]([C:1]4[CH:2]=[CH:3][CH:4]=[CH:5][CH:6]=4)[N:11]=3)[CH2:13][CH2:14]2)=[O:34])[CH:29]=[CH:30][CH:31]=1. Given the reactants [C:1]1([C:7]2[N:11]=[C:10]([N:12]3[CH2:17][CH2:16][NH:15][CH2:14][CH2:13]3)[S:9][N:8]=2)[CH:6]=[CH:5][CH:4]=[CH:3][CH:2]=1.C(N(CC)CC)C.[CH3:25][C:26]1[CH:27]=[C:28]([N:32]=[C:33]=[O:34])[CH:29]=[CH:30][CH:31]=1, predict the reaction product. (2) Given the reactants [Cl:1][C:2]1[CH:7]=[CH:6][N:5]=[C:4]2[NH:8][C:9]([C:11]3[CH:16]=[CH:15][C:14]([C:17]([N:19]4[CH2:24][CH2:23][N:22]([CH3:25])[CH2:21][CH2:20]4)=[O:18])=[CH:13][CH:12]=3)=[N:10][C:3]=12.[CH3:26][O:27][C:28]1[CH:33]=[CH:32][C:31](B(O)O)=[C:30]([CH3:37])[CH:29]=1.C(=O)([O-])[O-].[Na+].[Na+].Cl, predict the reaction product. The product is: [ClH:1].[CH3:26][O:27][C:28]1[CH:33]=[CH:32][C:31]([C:2]2[CH:7]=[CH:6][N:5]=[C:4]3[NH:8][C:9]([C:11]4[CH:16]=[CH:15][C:14]([C:17]([N:19]5[CH2:24][CH2:23][N:22]([CH3:25])[CH2:21][CH2:20]5)=[O:18])=[CH:13][CH:12]=4)=[N:10][C:3]=23)=[C:30]([CH3:37])[CH:29]=1. (3) The product is: [Cl:8][C:9]1[CH:28]=[CH:27][C:12]([NH:13][C:14]2[C:23]3[C:18](=[CH:19][C:20]([O:26][CH2:2][CH:3]4[O:7][CH2:6][CH2:5][O:4]4)=[C:21]([O:24][CH3:25])[CH:22]=3)[N:17]=[CH:16][N:15]=2)=[C:11]([F:29])[CH:10]=1. Given the reactants Br[CH2:2][CH:3]1[O:7][CH2:6][CH2:5][O:4]1.[Cl:8][C:9]1[CH:28]=[CH:27][C:12]([NH:13][C:14]2[C:23]3[C:18](=[CH:19][C:20]([OH:26])=[C:21]([O:24][CH3:25])[CH:22]=3)[N:17]=[CH:16][N:15]=2)=[C:11]([F:29])[CH:10]=1.C(=O)([O-])[O-].[K+].[K+], predict the reaction product. (4) Given the reactants ClC1C=CC(C2C3C(C)=NN(C4CN(C(OC(C)(C)C)=O)C4)C=3C(=O)N2C2C=C(C)C3N(C(C)=NN=3)C=2)=CC=1.CCCCCCC.CCO.[Cl:50][C:51]1[CH:56]=[CH:55][C:54]([CH:57]2[C:64]3[C:63]([CH:65]4[CH2:67][CH2:66]4)=[N:62][N:61]([CH3:68])[C:60]=3[C:59](=[O:69])[N:58]2[C:70]2[CH:71]=[C:72]([CH3:80])[C:73]3[N:74]([C:76]([CH3:79])=[N:77][N:78]=3)[CH:75]=2)=[CH:53][CH:52]=1, predict the reaction product. The product is: [Cl:50][C:51]1[CH:52]=[CH:53][C:54]([C@@H:57]2[C:64]3[C:63]([CH:65]4[CH2:67][CH2:66]4)=[N:62][N:61]([CH3:68])[C:60]=3[C:59](=[O:69])[N:58]2[C:70]2[CH:71]=[C:72]([CH3:80])[C:73]3[N:74]([C:76]([CH3:79])=[N:77][N:78]=3)[CH:75]=2)=[CH:55][CH:56]=1. (5) Given the reactants [Br:1][C:2]1[CH:7]=[CH:6][C:5]([C:8]2[C:9]([S:14]([OH:17])(=O)=[O:15])=[CH:10][CH:11]=[CH:12][CH:13]=2)=[CH:4][CH:3]=1.CN(C=O)C.C1(C)C=CC=CC=1.S(Cl)([Cl:32])=O, predict the reaction product. The product is: [Br:1][C:2]1[CH:7]=[CH:6][C:5]([C:8]2[C:9]([S:14]([Cl:32])(=[O:17])=[O:15])=[CH:10][CH:11]=[CH:12][CH:13]=2)=[CH:4][CH:3]=1. (6) Given the reactants [CH2:1]([N:8]1[CH2:17][CH2:16][C:15]2[C:14]([C:18]([O:20]C)=[O:19])=[N:13][CH:12]=[N:11][C:10]=2[CH2:9]1)[C:2]1[CH:7]=[CH:6][CH:5]=[CH:4][CH:3]=1.[OH-].[Na+], predict the reaction product. The product is: [CH2:1]([N:8]1[CH2:17][CH2:16][C:15]2[C:14]([C:18]([OH:20])=[O:19])=[N:13][CH:12]=[N:11][C:10]=2[CH2:9]1)[C:2]1[CH:3]=[CH:4][CH:5]=[CH:6][CH:7]=1.